From a dataset of Full USPTO retrosynthesis dataset with 1.9M reactions from patents (1976-2016). Predict the reactants needed to synthesize the given product. (1) The reactants are: [F:1][C:2]1[CH:3]=[C:4]2[C:9](=[C:10]([O:13][CH3:14])[C:11]=1[F:12])[N:8]([C:15]1[CH:20]=[CH:19][C:18]([CH2:21][N:22]3[CH2:26][CH2:25][CH2:24][CH2:23]3)=[CH:17][CH:16]=1)[CH:7]=[C:6]([C:27]([O:29]CC)=[O:28])[C:5]2=[O:32]. Given the product [F:1][C:2]1[CH:3]=[C:4]2[C:9](=[C:10]([O:13][CH3:14])[C:11]=1[F:12])[N:8]([C:15]1[CH:16]=[CH:17][C:18]([CH2:21][N:22]3[CH2:26][CH2:25][CH2:24][CH2:23]3)=[CH:19][CH:20]=1)[CH:7]=[C:6]([C:27]([OH:29])=[O:28])[C:5]2=[O:32], predict the reactants needed to synthesize it. (2) Given the product [CH3:15][CH:12]([O:11][C:9]([NH:21][C:20]1[CH:19]=[CH:18][C:17]([CH2:16][C:24]2[CH:25]=[CH:26][C:27]([NH2:28])=[CH:29][CH:30]=2)=[CH:23][CH:22]=1)=[O:10])[CH3:14], predict the reactants needed to synthesize it. The reactants are: [C:9](O[C:9]([O:11][C:12]([CH3:15])([CH3:14])C)=[O:10])([O:11][C:12](C)([CH3:15])[CH3:14])=[O:10].[CH2:16]([C:24]1[CH:30]=[CH:29][C:27]([NH2:28])=[CH:26][CH:25]=1)[C:17]1[CH:23]=[CH:22][C:20]([NH2:21])=[CH:19][CH:18]=1. (3) Given the product [CH3:1][O:2][C:3]1[CH:46]=[CH:45][C:6]2[NH:7][C:8](=[O:44])[N:9]([CH:12]3[CH2:17][CH2:16][N:15]([C:18]4[CH:23]=[C:22]([C:24]([C:26]5[CH:27]=[C:28]6[C:32](=[C:33]([CH3:35])[CH:34]=5)[NH:31][N:30]=[CH:29]6)=[O:25])[N:21]=[CH:20][N:19]=4)[CH2:14][CH2:13]3)[CH2:10][CH2:11][C:5]=2[CH:4]=1, predict the reactants needed to synthesize it. The reactants are: [CH3:1][O:2][C:3]1[CH:46]=[CH:45][C:6]2[NH:7][C:8](=[O:44])[N:9]([CH:12]3[CH2:17][CH2:16][N:15]([C:18]4[CH:23]=[C:22]([C:24]([C:26]5[CH:27]=[C:28]6[C:32](=[C:33]([CH3:35])[CH:34]=5)[N:31](COCC[Si](C)(C)C)[N:30]=[CH:29]6)=[O:25])[N:21]=[CH:20][N:19]=4)[CH2:14][CH2:13]3)[CH2:10][CH2:11][C:5]=2[CH:4]=1.Cl.N.O. (4) Given the product [CH:1]1([N:7]([CH3:28])[C:8]2[C:9]3[CH:17]=[CH:16][NH:15][C:10]=3[N:11]=[CH:12][C:13]=2[F:14])[CH2:2][CH2:3][CH2:4][CH2:5][CH2:6]1, predict the reactants needed to synthesize it. The reactants are: [CH:1]1([N:7]([CH3:28])[C:8]2[C:9]3[CH:17]=[CH:16][N:15]([Si](C(C)C)(C(C)C)C(C)C)[C:10]=3[N:11]=[CH:12][C:13]=2[F:14])[CH2:6][CH2:5][CH2:4][CH2:3][CH2:2]1.[F-].C([N+](CCCC)(CCCC)CCCC)CCC. (5) Given the product [CH2:1]([C:4]1[CH:18]=[CH:17][C:7]([O:8][CH2:9][C:10]([OH:12])=[O:11])=[CH:6][CH:5]=1)[CH2:2][CH3:3], predict the reactants needed to synthesize it. The reactants are: [CH2:1]([C:4]1[CH:18]=[CH:17][C:7]([O:8][CH2:9][C:10]([O:12]C(C)(C)C)=[O:11])=[CH:6][CH:5]=1)[CH2:2][CH3:3].CC(C)=O. (6) Given the product [CH3:15][N:16]([C:18]1[CH:23]=[CH:22][CH:21]=[CH:20][CH:19]=1)[N:17]=[CH:8][C:7]1[C:6](=[CH:5][C:4]([N:3]([CH2:13][CH3:14])[CH2:1][CH3:2])=[CH:11][CH:10]=1)[OH:12], predict the reactants needed to synthesize it. The reactants are: [CH2:1]([N:3]([CH2:13][CH3:14])[C:4]1[CH:5]=[C:6]([OH:12])[C:7](=[CH:10][CH:11]=1)[CH:8]=O)[CH3:2].[CH3:15][N:16]([C:18]1[CH:23]=[CH:22][CH:21]=[CH:20][CH:19]=1)[NH2:17]. (7) The reactants are: [OH-].[Na+].[CH2:3]([N:10]1[CH2:15][CH2:14][CH:13]([CH3:16])[CH:12]([N:17]([CH3:37])[C:18]2[C:19]3[CH:26]=[CH:25][N:24](S(C4C=CC(C)=CC=4)(=O)=O)[C:20]=3[N:21]=[CH:22][N:23]=2)[CH2:11]1)[C:4]1[CH:9]=[CH:8][CH:7]=[CH:6][CH:5]=1. Given the product [CH2:3]([N:10]1[CH2:15][CH2:14][CH:13]([CH3:16])[CH:12]([N:17]([CH3:37])[C:18]2[C:19]3[CH:26]=[CH:25][NH:24][C:20]=3[N:21]=[CH:22][N:23]=2)[CH2:11]1)[C:4]1[CH:5]=[CH:6][CH:7]=[CH:8][CH:9]=1, predict the reactants needed to synthesize it.